This data is from CYP2C19 inhibition data for predicting drug metabolism from PubChem BioAssay. The task is: Regression/Classification. Given a drug SMILES string, predict its absorption, distribution, metabolism, or excretion properties. Task type varies by dataset: regression for continuous measurements (e.g., permeability, clearance, half-life) or binary classification for categorical outcomes (e.g., BBB penetration, CYP inhibition). Dataset: cyp2c19_veith. (1) The molecule is Cc1cc(NC(=O)CSc2nc3ccccc3c(=O)n2CCCC(=O)NCc2ccco2)n[nH]1. The result is 1 (inhibitor). (2) The drug is CSC1=N/C(=C\c2ccc(Br)o2)C(=O)S1. The result is 1 (inhibitor). (3) The compound is O=C(/C=C\c1ccc2c(c1)OCO2)c1ccc(F)cc1. The result is 1 (inhibitor). (4) The molecule is CC1(C)CC(NCc2ccc3c(c2)OCO3)CCO1. The result is 1 (inhibitor). (5) The drug is CN1CCc2c(c3c(n2C)CCN(C)[C@H]3c2ccccc2F)[C@@H]1c1ccccc1F.Cl. The result is 0 (non-inhibitor). (6) The compound is CC(Oc1ccc(O)cc1)(P(=O)(O)O)P(=O)(O)O. The result is 0 (non-inhibitor). (7) The molecule is CS(=O)(=O)N1CCC[C@@]2(CCN(c3ccccc3)C2)C1. The result is 1 (inhibitor). (8) The molecule is O=C(O)CC12C[C@H]3C[C@@H](CC(O)(C3)C1)C2. The result is 0 (non-inhibitor).